Dataset: Full USPTO retrosynthesis dataset with 1.9M reactions from patents (1976-2016). Task: Predict the reactants needed to synthesize the given product. (1) Given the product [Br:1][CH2:2][C:3]1[CH:8]=[CH:7][C:6]([S:9]([CH2:12][CH3:27])(=[O:11])=[O:10])=[CH:5][C:4]=1[C:23]([F:26])([F:25])[F:24], predict the reactants needed to synthesize it. The reactants are: [Br:1][CH2:2][C:3]1[CH:8]=[CH:7][C:6]([S:9]([CH3:12])(=[O:11])=[O:10])=[CH:5][C:4]=1Cl.FC1C=CC(C=O)=CC=1[C:23]([F:26])([F:25])[F:24].[CH2:27](S([O-])=O)C.[Na+]. (2) Given the product [Br:1][C:2]1[CH:7]=[C:6]2[C:5]([C:8]([CH3:29])([CH3:28])[CH2:9][C:10]([OH:27])([C:23]([F:25])([F:24])[F:26])[CH:11]2[NH:12][C:13]2[CH:21]=[CH:20][CH:19]=[C:18]3[C:14]=2[CH2:15][C:16](=[O:22])[NH:17]3)=[C:4]([OH:30])[CH:3]=1, predict the reactants needed to synthesize it. The reactants are: [Br:1][C:2]1[CH:7]=[CH:6][C:5]([C:8]([CH3:29])([CH3:28])[CH2:9][C:10]([OH:27])([C:23]([F:26])([F:25])[F:24])[CH:11]=[N:12][C:13]2[CH:21]=[CH:20][CH:19]=[C:18]3[C:14]=2[CH2:15][C:16](=[O:22])[NH:17]3)=[C:4]([O:30]C)[CH:3]=1.B(Br)(Br)Br.C(=O)(O)[O-].[Na+].